This data is from Catalyst prediction with 721,799 reactions and 888 catalyst types from USPTO. The task is: Predict which catalyst facilitates the given reaction. Reactant: [F:1][C:2]([F:18])([F:17])[C:3]1[CH:7]=[C:6]([CH2:8][NH:9][C:10](=[O:16])[O:11][C:12]([CH3:15])([CH3:14])[CH3:13])[NH:5][N:4]=1.[F:19][C:20]1[CH:25]=[CH:24][C:23](B(O)O)=[CH:22][CH:21]=1.N1C=CC=CC=1. Product: [F:19][C:20]1[CH:25]=[CH:24][C:23]([N:5]2[C:6]([CH2:8][NH:9][C:10](=[O:16])[O:11][C:12]([CH3:14])([CH3:15])[CH3:13])=[CH:7][C:3]([C:2]([F:1])([F:17])[F:18])=[N:4]2)=[CH:22][CH:21]=1. The catalyst class is: 221.